From a dataset of Reaction yield outcomes from USPTO patents with 853,638 reactions. Predict the reaction yield, written as a fraction of the theoretical maximum amount of product (1.0 means a 100% yield; for example, 0.34 means a 34% yield). (1) The reactants are [NH2:1][C:2]1[CH:7]=[CH:6][CH:5]=[CH:4][N:3]=1.CCN=C=NCCCN(C)C.Cl.[F:20][C:21]([F:29])([F:28])[C:22]([F:27])([F:26])[C:23](O)=[O:24]. The catalyst is ClCCl.CN(C1C=CN=CC=1)C. The product is [F:26][C:22]([F:27])([C:21]([F:29])([F:28])[F:20])[C:23]([N:1]=[C:2]1[CH:7]=[CH:6][CH:5]=[CH:4][NH:3]1)=[O:24]. The yield is 0.110. (2) The reactants are Br[C:2]1[N:7]=[CH:6][C:5]([CH2:8][N:9]2[CH2:14][CH2:13][CH2:12][O:11][C:10]2=[O:15])=[CH:4][CH:3]=1.[Cl:16][C:17]1[CH:22]=[CH:21][N:20]=[C:19]2[CH:23]=[C:24]([Sn](CCCC)(CCCC)CCCC)[S:25][C:18]=12. The catalyst is C1(C)C=CC=CC=1.C1C=CC([P]([Pd]([P](C2C=CC=CC=2)(C2C=CC=CC=2)C2C=CC=CC=2)([P](C2C=CC=CC=2)(C2C=CC=CC=2)C2C=CC=CC=2)[P](C2C=CC=CC=2)(C2C=CC=CC=2)C2C=CC=CC=2)(C2C=CC=CC=2)C2C=CC=CC=2)=CC=1. The product is [Cl:16][C:17]1[CH:22]=[CH:21][N:20]=[C:19]2[CH:23]=[C:24]([C:2]3[N:7]=[CH:6][C:5]([CH2:8][N:9]4[CH2:14][CH2:13][CH2:12][O:11][C:10]4=[O:15])=[CH:4][CH:3]=3)[S:25][C:18]=12. The yield is 0.730. (3) The reactants are C(O)=O.C([N:8]1[C:12]([NH:13][C:14](=[O:31])[C:15]2[CH:20]=[CH:19][C:18]([N:21]3[CH2:26][CH2:25][N:24]([S:27]([CH3:30])(=[O:29])=[O:28])[CH2:23][CH2:22]3)=[CH:17][CH:16]=2)=[CH:11][C:10]([CH2:32][CH2:33][C:34]2[CH:39]=[CH:38][CH:37]=[C:36]([O:40][CH3:41])[CH:35]=2)=[N:9]1)(C)(C)C. No catalyst specified. The product is [CH3:41][O:40][C:36]1[CH:35]=[C:34]([CH2:33][CH2:32][C:10]2[NH:9][N:8]=[C:12]([NH:13][C:14](=[O:31])[C:15]3[CH:16]=[CH:17][C:18]([N:21]4[CH2:26][CH2:25][N:24]([S:27]([CH3:30])(=[O:28])=[O:29])[CH2:23][CH2:22]4)=[CH:19][CH:20]=3)[CH:11]=2)[CH:39]=[CH:38][CH:37]=1. The yield is 0.188.